This data is from Forward reaction prediction with 1.9M reactions from USPTO patents (1976-2016). The task is: Predict the product of the given reaction. (1) Given the reactants [Cl:1][C:2]1[CH:7]=[CH:6][C:5]([C:8]2[N:9]([CH2:23][C@H:24]([OH:29])[C:25]([F:28])([F:27])[F:26])[C:10](=[O:22])[N:11]([CH2:13][C:14]3[N:18]=[C:17]([CH:19]([OH:21])[CH3:20])[NH:16][N:15]=3)[N:12]=2)=[CH:4][CH:3]=1.[F:30][C:31]1[CH:32]=[C:33](B(O)O)[CH:34]=[C:35]([F:37])[CH:36]=1.B(O)O, predict the reaction product. The product is: [Cl:1][C:2]1[CH:3]=[CH:4][C:5]([C:8]2[N:9]([CH2:23][C@H:24]([OH:29])[C:25]([F:26])([F:28])[F:27])[C:10](=[O:22])[N:11]([CH2:13][C:14]3[N:18]=[C:17]([CH:19]([OH:21])[CH3:20])[N:16]([C:33]4[CH:32]=[C:31]([F:30])[CH:36]=[C:35]([F:37])[CH:34]=4)[N:15]=3)[N:12]=2)=[CH:6][CH:7]=1. (2) Given the reactants [BH4-].[Na+].CO.[CH3:5][C:6]1([CH3:33])[O:32][C:10]2[CH:11]=[CH:12][C:13]3[C:26](=[O:27])[C@@H:25]4[C@@H:16]([CH2:17][O:18][C:19]5[C:24]4=[CH:23][C:22]([O:28][CH3:29])=[C:21]([O:30][CH3:31])[CH:20]=5)[O:15][C:14]=3[C:9]=2[CH:8]=[CH:7]1, predict the reaction product. The product is: [CH3:29][O:28][C:22]1[CH:23]=[C:24]2[C@H:25]3[C@H:16]([O:15][C:14]4[C:9]5[CH:8]=[CH:7][C:6]([CH3:33])([CH3:5])[O:32][C:10]=5[CH:11]=[CH:12][C:13]=4[C@H:26]3[OH:27])[CH2:17][O:18][C:19]2=[CH:20][C:21]=1[O:30][CH3:31].[CH3:29][O:28][C:22]1[CH:23]=[C:24]2[C:19](=[CH:20][C:21]=1[O:30][CH3:31])[O:18][CH2:17][CH2:16][CH:25]2[CH:26]=[O:27].